From a dataset of Full USPTO retrosynthesis dataset with 1.9M reactions from patents (1976-2016). Predict the reactants needed to synthesize the given product. Given the product [CH:36]1([NH:35][C:34]([NH:33][CH:30]2[CH2:29][CH2:28][CH2:27][CH2:32][CH2:31]2)=[O:7])[CH2:41][CH2:40][CH2:39][CH2:38][CH2:37]1, predict the reactants needed to synthesize it. The reactants are: CC[C@@]1(O)C(=O)[O:7]CC2C(N3C(=CC1=2)C1N=C2C(C=CC=C2)=CC=1C3)=O.[CH2:27]1[CH2:32][CH2:31][CH:30]([N:33]=[C:34]=[N:35][CH:36]2[CH2:41][CH2:40][CH2:39][CH2:38][CH2:37]2)[CH2:29][CH2:28]1.